From a dataset of Reaction yield outcomes from USPTO patents with 853,638 reactions. Predict the reaction yield, written as a fraction of the theoretical maximum amount of product (1.0 means a 100% yield; for example, 0.34 means a 34% yield). (1) The yield is 0.926. The catalyst is O1CCOCC1.O. The reactants are [ClH:1].Cl.[C:3]1([NH2:11])[C:4]([NH2:10])=[CH:5][C:6]([NH2:9])=[CH:7][CH:8]=1.[OH:12][C:13]1[CH:14]=[C:15]([C:19]([C:21]([C:23]2[CH:28]=[CH:27][CH:26]=[C:25]([OH:29])[CH:24]=2)=O)=O)[CH:16]=[CH:17][CH:18]=1. The product is [ClH:1].[ClH:1].[OH:12][C:13]1[CH:14]=[C:15]([C:19]2[C:21]([C:23]3[CH:28]=[CH:27][CH:26]=[C:25]([OH:29])[CH:24]=3)=[N:10][C:4]3[C:3](=[CH:8][CH:7]=[C:6]([NH2:9])[CH:5]=3)[N:11]=2)[CH:16]=[CH:17][CH:18]=1. (2) The reactants are Br[C:2]1[C:7]2=[N:8][C:9]([C:12]([NH:14][CH:15]([C:17]([OH:20])([CH3:19])[CH3:18])[CH3:16])=[O:13])=[CH:10][N:11]=[C:6]2[CH:5]=[N:4][CH:3]=1.[F:21][C:22]1[CH:23]=[C:24](B(O)O)[CH:25]=[C:26]([F:29])[C:27]=1[F:28].C(=O)([O-])[O-].[Cs+].[Cs+].O1CCOCC1. The catalyst is C1(P([C-]2C=CC=C2)C2C=CC=CC=2)C=CC=CC=1.[C-]1(P(C2C=CC=CC=2)C2C=CC=CC=2)C=CC=C1.[Fe+2].[Pd](Cl)Cl.O. The product is [OH:20][C:17]([CH3:19])([CH3:18])[CH:15]([NH:14][C:12]([C:9]1[N:8]=[C:7]2[C:2]([C:24]3[CH:23]=[C:22]([F:21])[C:27]([F:28])=[C:26]([F:29])[CH:25]=3)=[CH:3][N:4]=[CH:5][C:6]2=[N:11][CH:10]=1)=[O:13])[CH3:16]. The yield is 0.870. (3) The reactants are [F:1][C:2]1[CH:3]=[C:4]([CH2:10][OH:11])[C:5]([O:8][CH3:9])=[N:6][CH:7]=1. The catalyst is C(OCC)(=O)C.[O-2].[Mn+4].[O-2]. The product is [F:1][C:2]1[CH:3]=[C:4]([CH:10]=[O:11])[C:5]([O:8][CH3:9])=[N:6][CH:7]=1. The yield is 0.570. (4) The reactants are [C:1]([O-:4])(=[O:3])[CH3:2].[Na+].ClC1[C:12]([Cl:13])=[CH:11][C:10]([C:14]([F:17])([F:16])[F:15])=[CH:9][N:8]=1.[CH3:18][CH2:19]O. The catalyst is CC([O-])=O.CC([O-])=O.[Pd+2]. The product is [Cl:13][C:12]1[C:2]([C:1]([O:4][CH2:18][CH3:19])=[O:3])=[N:8][CH:9]=[C:10]([C:14]([F:15])([F:16])[F:17])[CH:11]=1. The yield is 0.850.